This data is from Peptide-MHC class II binding affinity with 134,281 pairs from IEDB. The task is: Regression. Given a peptide amino acid sequence and an MHC pseudo amino acid sequence, predict their binding affinity value. This is MHC class II binding data. (1) The peptide sequence is LLVSGWNSITV. The MHC is DRB1_0404 with pseudo-sequence DRB1_0404. The binding affinity (normalized) is 0.536. (2) The peptide sequence is QYVIRAQLHVGAKQE. The MHC is HLA-DQA10102-DQB10501 with pseudo-sequence HLA-DQA10102-DQB10501. The binding affinity (normalized) is 0.714. (3) The peptide sequence is VPRDLEVVAATPTSL. The MHC is DRB1_1101 with pseudo-sequence DRB1_1101. The binding affinity (normalized) is 0.220.